This data is from Forward reaction prediction with 1.9M reactions from USPTO patents (1976-2016). The task is: Predict the product of the given reaction. (1) Given the reactants [CH3:1][N:2]1[C:7](=[O:8])[C:6]([NH:9][C:10]2[CH:15]=[CH:14][N:13]=[CH:12][N:11]=2)=[CH:5][C:4]([C:16]2[C:21]([CH:22]=[O:23])=[C:20]([N:24]3[CH2:35][CH2:34][N:33]4[C:26](=[CH:27][C:28]5[CH2:29][C:30]([CH3:37])([CH3:36])[CH2:31][C:32]=54)[C:25]3=[O:38])[N:19]=[CH:18][CH:17]=2)=[CH:3]1.[BH4-].[Na+], predict the reaction product. The product is: [OH:23][CH2:22][C:21]1[C:20]([N:24]2[CH2:35][CH2:34][N:33]3[C:32]4[CH2:31][C:30]([CH3:36])([CH3:37])[CH2:29][C:28]=4[CH:27]=[C:26]3[C:25]2=[O:38])=[N:19][CH:18]=[CH:17][C:16]=1[C:4]1[CH:5]=[C:6]([NH:9][C:10]2[CH:15]=[CH:14][N:13]=[CH:12][N:11]=2)[C:7](=[O:8])[N:2]([CH3:1])[CH:3]=1. (2) Given the reactants OC(C(F)(F)F)=O.[Br:8][C:9]1[CH:10]=[CH:11][C:12]2[N:13]([C:15]([CH:18]([C:20]3[CH:21]=[CH:22][C:23]4[N:24]([CH:26]=[C:27]([NH2:29])[N:28]=4)[N:25]=3)[CH3:19])=[N:16][N:17]=2)[CH:14]=1.CCN(C(C)C)C(C)C.[CH:39]1([C:42](Cl)=[O:43])[CH2:41][CH2:40]1, predict the reaction product. The product is: [Br:8][C:9]1[CH:10]=[CH:11][C:12]2[N:13]([C:15]([CH:18]([C:20]3[CH:21]=[CH:22][C:23]4[N:24]([CH:26]=[C:27]([NH:29][C:42]([CH:39]5[CH2:41][CH2:40]5)=[O:43])[N:28]=4)[N:25]=3)[CH3:19])=[N:16][N:17]=2)[CH:14]=1.